From a dataset of Full USPTO retrosynthesis dataset with 1.9M reactions from patents (1976-2016). Predict the reactants needed to synthesize the given product. (1) Given the product [CH2:22]([N:24]1[C:28]2=[N:29][C:30]([CH2:69][CH3:70])=[C:31]([CH2:40][NH:41][C:42]([C:44]3[CH:49]=[CH:48][CH:47]=[C:46]([C:50]([NH:52][CH2:53][C:54]4[CH:59]=[C:58]([C:2]5[CH:7]=[CH:6][CH:5]=[C:4]([O:8][CH:9]6[CH2:10][CH2:11][NH:12][CH2:13][CH2:14]6)[CH:3]=5)[CH:57]=[CH:56][CH:55]=4)=[O:51])[CH:45]=3)=[O:43])[C:32]([NH:33][CH:34]3[CH2:39][CH2:38][O:37][CH2:36][CH2:35]3)=[C:27]2[CH:26]=[N:25]1)[CH3:23], predict the reactants needed to synthesize it. The reactants are: Br[C:2]1[CH:3]=[C:4]([O:8][CH:9]2[CH2:14][CH2:13][N:12](C(OC(C)(C)C)=O)[CH2:11][CH2:10]2)[CH:5]=[CH:6][CH:7]=1.[CH2:22]([N:24]1[C:28]2=[N:29][C:30]([CH2:69][CH3:70])=[C:31]([CH2:40][NH:41][C:42]([C:44]3[CH:49]=[CH:48][CH:47]=[C:46]([C:50]([NH:52][CH2:53][C:54]4[CH:59]=[CH:58][CH:57]=[C:56](B5OC(C)(C)C(C)(C)O5)[CH:55]=4)=[O:51])[CH:45]=3)=[O:43])[C:32]([NH:33][CH:34]3[CH2:39][CH2:38][O:37][CH2:36][CH2:35]3)=[C:27]2[CH:26]=[N:25]1)[CH3:23].C([O-])([O-])=O.[K+].[K+].C(O)(C(F)(F)F)=O. (2) Given the product [ClH:40].[ClH:40].[CH2:29]([O:28][C:25]1[CH:24]=[CH:23][C:22]([C:20]2[CH:21]=[C:16]([O:15][CH2:14][CH:11]3[CH2:12][CH2:13][NH:8][CH2:9][CH2:10]3)[N:17]=[N:18][C:19]=2[CH2:36][CH2:37][CH2:38][CH3:39])=[CH:27][CH:26]=1)[C:30]1[CH:31]=[CH:32][CH:33]=[CH:34][CH:35]=1, predict the reactants needed to synthesize it. The reactants are: C(OC([N:8]1[CH2:13][CH2:12][CH:11]([CH2:14][O:15][C:16]2[N:17]=[N:18][C:19]([CH2:36][CH2:37][CH2:38][CH3:39])=[C:20]([C:22]3[CH:27]=[CH:26][C:25]([O:28][CH2:29][C:30]4[CH:35]=[CH:34][CH:33]=[CH:32][CH:31]=4)=[CH:24][CH:23]=3)[CH:21]=2)[CH2:10][CH2:9]1)=O)(C)(C)C.[ClH:40]. (3) Given the product [C:1]([C:5]1[O:6][C:7]2[C:13]([C:14]3[CH:19]=[CH:18][C:17]([F:20])=[CH:16][CH:15]=3)=[CH:12][C:11]([C:21]([NH:38][C@@H:36]([C:33]3[CH:32]=[N:31][C:30]([C:29]([F:40])([F:39])[F:28])=[N:35][CH:34]=3)[CH3:37])=[O:22])=[CH:10][C:8]=2[N:9]=1)([CH3:2])([CH3:3])[CH3:4], predict the reactants needed to synthesize it. The reactants are: [C:1]([C:5]1[O:6][C:7]2[C:13]([C:14]3[CH:19]=[CH:18][C:17]([F:20])=[CH:16][CH:15]=3)=[CH:12][C:11]([C:21](O)=[O:22])=[CH:10][C:8]=2[N:9]=1)([CH3:4])([CH3:3])[CH3:2].[Cl-].[Na+].Cl.Cl.[F:28][C:29]([F:40])([F:39])[C:30]1[N:35]=[CH:34][C:33]([C@H:36]([NH2:38])[CH3:37])=[CH:32][N:31]=1.CN1CCOCC1.Cl.CN(C)CCN=C=NCC.ON1C2N=CC=CC=2N=N1.